Dataset: Full USPTO retrosynthesis dataset with 1.9M reactions from patents (1976-2016). Task: Predict the reactants needed to synthesize the given product. Given the product [Cl:10][C:11]1[CH:12]=[C:13]([C:21]2[O:25][N:24]=[C:23]([C:26]3[CH:31]=[CH:30][C:29]([CH2:32][Cl:3])=[CH:28][CH:27]=3)[N:22]=2)[CH:14]=[CH:15][C:16]=1[CH2:17][CH:18]([CH3:20])[CH3:19], predict the reactants needed to synthesize it. The reactants are: S(Cl)([Cl:3])=O.CN(C)C=O.[Cl:10][C:11]1[CH:12]=[C:13]([C:21]2[O:25][N:24]=[C:23]([C:26]3[CH:31]=[CH:30][C:29]([CH2:32]O)=[CH:28][CH:27]=3)[N:22]=2)[CH:14]=[CH:15][C:16]=1[CH2:17][CH:18]([CH3:20])[CH3:19].O.